This data is from Forward reaction prediction with 1.9M reactions from USPTO patents (1976-2016). The task is: Predict the product of the given reaction. (1) The product is: [CH2:33]([C:16]1([CH2:13][CH:14]=[CH2:15])[C:31](=[O:32])[N:19]2[CH2:20][CH2:21][N:22]([C:5]([N:51]([C@@H:49]([C:41]3[CH:42]=[C:43]([C:45]([F:46])([F:47])[F:48])[CH:44]=[C:39]([CH:36]([CH3:38])[CH3:37])[CH:40]=3)[CH3:50])[CH3:52])=[O:11])[C@@H:23]([C:24]3[CH:29]=[CH:28][CH:27]=[CH:26][C:25]=3[CH3:30])[C@@H:18]2[CH2:17]1)[CH:34]=[CH2:35]. Given the reactants ClC(Cl)(O[C:5](=[O:11])OC(Cl)(Cl)Cl)Cl.[CH2:13]([C:16]1([CH2:33][CH:34]=[CH2:35])[C:31](=[O:32])[N:19]2[CH2:20][CH2:21][NH:22][C@@H:23]([C:24]3[CH:29]=[CH:28][CH:27]=[CH:26][C:25]=3[CH3:30])[C@@H:18]2[CH2:17]1)[CH:14]=[CH2:15].[CH:36]([C:39]1[CH:40]=[C:41]([C@H:49]([NH:51][CH3:52])[CH3:50])[CH:42]=[C:43]([C:45]([F:48])([F:47])[F:46])[CH:44]=1)([CH3:38])[CH3:37], predict the reaction product. (2) Given the reactants [Cl:1][C:2]1[C:3]([N:11]2[CH2:16][CH2:15][NH:14][CH2:13][CH2:12]2)=[N:4][CH:5]=[C:6]([CH:10]=1)[C:7]([O-:9])=[O:8].[NH2+]1CCNCC1.[CH2:23](O)[CH2:24][CH2:25][CH3:26].S(=O)(=O)(O)O.C([O-])(O)=O.[Na+].[NH4+].[OH-], predict the reaction product. The product is: [Cl:1][C:2]1[C:3]([N:11]2[CH2:12][CH2:13][NH:14][CH2:15][CH2:16]2)=[N:4][CH:5]=[C:6]([CH:10]=1)[C:7]([O:9][CH2:23][CH2:24][CH2:25][CH3:26])=[O:8]. (3) Given the reactants C(N(CC)CC)C.[F:8][C:9]([F:20])([F:19])[C:10]1[CH:18]=[CH:17][C:13]([C:14](Cl)=[O:15])=[CH:12][CH:11]=1.[N+:21]([CH2:23][C:24]([O:26][CH2:27][CH3:28])=[O:25])#[C-:22], predict the reaction product. The product is: [F:8][C:9]([F:20])([F:19])[C:10]1[CH:18]=[CH:17][C:13]([C:14]2[O:15][CH:22]=[N:21][C:23]=2[C:24]([O:26][CH2:27][CH3:28])=[O:25])=[CH:12][CH:11]=1. (4) Given the reactants CS[CH2:3][CH2:4][CH2:5][N:6]1[C:14](=[O:15])[C:13]2[C:8](=[CH:9][CH:10]=[CH:11][CH:12]=2)[C:7]1=[O:16].O[O:18][S:19]([O-:21])=O.[K+].[CH3:23]O, predict the reaction product. The product is: [CH3:23][S:19]([CH2:3][CH2:4][CH2:5][N:6]1[C:14](=[O:15])[C:13]2[C:8](=[CH:9][CH:10]=[CH:11][CH:12]=2)[C:7]1=[O:16])(=[O:21])=[O:18]. (5) Given the reactants [N:1]1[CH:6]=[CH:5][C:4]([C:7]2[O:11][CH:10]=[N:9][C:8]=2[C:12]2[CH:17]=[CH:16][C:15]([OH:18])=[CH:14][CH:13]=2)=[CH:3][CH:2]=1.[F-].[Cs+].Cl[CH2:22][C:23]1[CH:32]=[CH:31][C:30]2[C:25](=[CH:26][CH:27]=[CH:28][CH:29]=2)[N:24]=1, predict the reaction product. The product is: [N:1]1[CH:2]=[CH:3][C:4]([C:7]2[O:11][CH:10]=[N:9][C:8]=2[C:12]2[CH:17]=[CH:16][C:15]([O:18][CH2:22][C:23]3[CH:32]=[CH:31][C:30]4[C:25](=[CH:26][CH:27]=[CH:28][CH:29]=4)[N:24]=3)=[CH:14][CH:13]=2)=[CH:5][CH:6]=1. (6) Given the reactants [CH2:1]([C:4]([CH:11]([C:16](=[O:37])[NH:17][CH:18]1[C:24](=[O:25])[N:23]([CH3:26])[C:22]2[CH:27]=[CH:28][CH:29]=[CH:30][C:21]=2[C:20]([C:31]2[CH:36]=[CH:35][CH:34]=[CH:33][CH:32]=2)=[N:19]1)[CH2:12][CH:13]([CH3:15])[CH3:14])([CH2:8][CH:9]=[CH2:10])[C:5](O)=[O:6])[CH:2]=[CH2:3].C[N:39](C(ON1N=NC2C=CC=NC1=2)=[N+](C)C)C.F[P-](F)(F)(F)(F)F.CCN(C(C)C)C(C)C, predict the reaction product. The product is: [CH2:1]([C:4]([CH2:8][CH:9]=[CH2:10])([CH:11]([CH2:12][CH:13]([CH3:15])[CH3:14])[C:16]([NH:17][CH:18]1[C:24](=[O:25])[N:23]([CH3:26])[C:22]2[CH:27]=[CH:28][CH:29]=[CH:30][C:21]=2[C:20]([C:31]2[CH:32]=[CH:33][CH:34]=[CH:35][CH:36]=2)=[N:19]1)=[O:37])[C:5]([NH2:39])=[O:6])[CH:2]=[CH2:3]. (7) Given the reactants Br[C:2]1[CH:3]=[C:4]2[C:8](=[CH:9][CH:10]=1)[NH:7][C:6](=[O:11])[CH2:5]2.CC1(C)C(C)(C)OB([C:20]2[CH2:25][CH2:24][N:23](C(OC(C)(C)C)=O)[CH2:22][CH:21]=2)O1.C([O-])([O-])=O.[K+].[K+], predict the reaction product. The product is: [C:4]([C:22]1[CH:21]=[C:20]([C:2]2[CH:3]=[C:4]3[C:8](=[CH:9][CH:10]=2)[NH:7][C:6](=[O:11])[CH2:5]3)[CH2:25][CH2:24][N:23]=1)([CH3:8])([CH3:5])[CH3:3].